Task: Predict the reaction yield, written as a fraction of the theoretical maximum amount of product (1.0 means a 100% yield; for example, 0.34 means a 34% yield).. Dataset: Reaction yield outcomes from USPTO patents with 853,638 reactions (1) The reactants are [CH3:1][C:2]([CH3:19])([CH3:18])[C:3]([NH:5][C:6]1[CH:7]=[N:8][C:9]([N:12]2[CH2:17][CH2:16][O:15][CH2:14][CH2:13]2)=[CH:10][CH:11]=1)=[O:4].CN(C)CCN(C)C.C([Li])CCC.[I:33]I.C(=O)=O.O.O.O.O.O.S([O-])([O-])(=O)=S.[Na+].[Na+]. The catalyst is O1CCCC1.CCCCCC.O.C(OCC)C. The product is [I:33][C:11]1[CH:10]=[C:9]([N:12]2[CH2:17][CH2:16][O:15][CH2:14][CH2:13]2)[N:8]=[CH:7][C:6]=1[NH:5][C:3](=[O:4])[C:2]([CH3:19])([CH3:18])[CH3:1]. The yield is 0.370. (2) No catalyst specified. The yield is 0.410. The reactants are [NH2:1][C:2]1[CH:19]=[CH:18][C:5]([O:6][C:7]2[C:16]3[N:15]=[CH:14][C:13](=[O:17])[NH:12][C:11]=3[N:10]=[CH:9][CH:8]=2)=[CH:4][C:3]=1[F:20].[C:21]([C:25]1[CH:29]=[C:28]([N:30]=[C:31]=[O:32])[N:27]([C:33]2[CH:38]=[CH:37][C:36]([S:39]([CH3:42])(=[O:41])=[O:40])=[CH:35][CH:34]=2)[N:26]=1)([CH3:24])([CH3:23])[CH3:22].C(Cl)Cl. The product is [C:21]([C:25]1[CH:29]=[C:28]([NH:30][C:31]([NH:1][C:2]2[CH:19]=[CH:18][C:5]([O:6][C:7]3[C:16]4[N:15]=[CH:14][C:13](=[O:17])[NH:12][C:11]=4[N:10]=[CH:9][CH:8]=3)=[CH:4][C:3]=2[F:20])=[O:32])[N:27]([C:33]2[CH:38]=[CH:37][C:36]([S:39]([CH3:42])(=[O:41])=[O:40])=[CH:35][CH:34]=2)[N:26]=1)([CH3:24])([CH3:22])[CH3:23]. (3) The reactants are [N:1]1[C:2]([CH2:10][CH2:11][NH2:12])=[N:3][N:4]2[CH:9]=[CH:8][CH:7]=[CH:6][C:5]=12.[CH3:13][N:14]1[CH:19]=[C:18]([CH2:20]Cl)[C:17]([C:22](OC)=[O:23])=[C:16]([Cl:26])[C:15]1=[O:27]. The catalyst is CC#N. The product is [Cl:26][C:16]1[C:15](=[O:27])[N:14]([CH3:13])[CH:19]=[C:18]2[CH2:20][N:12]([CH2:11][CH2:10][C:2]3[N:1]=[C:5]4[CH:6]=[CH:7][CH:8]=[CH:9][N:4]4[N:3]=3)[C:22](=[O:23])[C:17]=12. The yield is 0.525.